Dataset: Forward reaction prediction with 1.9M reactions from USPTO patents (1976-2016). Task: Predict the product of the given reaction. (1) Given the reactants CI.[N:3]1[CH:8]=[CH:7][CH:6]=[CH:5][CH:4]=1.[N:9]1[CH:14]=[CH:13][CH:12]=[CH:11][C:10]=1[CH3:15].[N:16]1[CH:21]=[CH:20][C:19]([CH3:22])=[CH:18][CH:17]=1, predict the reaction product. The product is: [CH3:10][N+:3]1[CH:8]=[CH:7][CH:6]=[CH:5][CH:4]=1.[CH3:17][N+:9]1[CH:14]=[CH:13][CH:12]=[CH:11][C:10]=1[CH3:15].[CH3:4][N+:16]1[CH:21]=[CH:20][C:19]([CH3:22])=[CH:18][CH:17]=1. (2) The product is: [ClH:19].[CH3:11][NH:10][C@@H:1]1[C:9]2[C:4](=[CH:5][CH:6]=[CH:7][CH:8]=2)[CH2:3][CH2:2]1. Given the reactants [C@@H:1]1([N:10](C)[C:11](=O)OC(C)(C)C)[C:9]2[C:4](=[CH:5][CH:6]=[CH:7][CH:8]=2)[CH2:3][CH2:2]1.[ClH:19], predict the reaction product.